This data is from Catalyst prediction with 721,799 reactions and 888 catalyst types from USPTO. The task is: Predict which catalyst facilitates the given reaction. Reactant: [Cl:1][C:2]1[CH:3]=[C:4]([NH2:19])[CH:5]=[CH:6][C:7]=1[S:8][C:9]1[CH:18]=[CH:17][C:16]2[C:11](=[CH:12][CH:13]=[CH:14][CH:15]=2)[CH:10]=1.N1C=CC=CC=1.[Cl:26][C:27]1[CH:32]=[C:31]([C:33]([F:36])([F:35])[F:34])[CH:30]=[CH:29][C:28]=1[S:37](Cl)(=[O:39])=[O:38]. Product: [Cl:26][C:27]1[CH:32]=[C:31]([C:33]([F:35])([F:34])[F:36])[CH:30]=[CH:29][C:28]=1[S:37]([NH:19][C:4]1[CH:5]=[CH:6][C:7]([S:8][C:9]2[CH:18]=[CH:17][C:16]3[C:11](=[CH:12][CH:13]=[CH:14][CH:15]=3)[CH:10]=2)=[C:2]([Cl:1])[CH:3]=1)(=[O:39])=[O:38]. The catalyst class is: 1.